Predict the reactants needed to synthesize the given product. From a dataset of Retrosynthesis with 50K atom-mapped reactions and 10 reaction types from USPTO. (1) Given the product C=C(C)c1cc2c(cn1)C(C)(C)CN2C(=O)OC(C)(C)C, predict the reactants needed to synthesize it. The reactants are: C=C(C)B1OC(C)(C)C(C)(C)O1.CC(C)(C)OC(=O)N1CC(C)(C)c2cnc(Cl)cc21. (2) Given the product Cc1cccc(-c2ccccc2CCC(=O)N(NC(=O)c2ccccc2)C(C)C)c1, predict the reactants needed to synthesize it. The reactants are: CC(C)N(NC(=O)c1ccccc1)C(=O)CCc1ccccc1Br.Cc1cccc(B(O)O)c1.